Dataset: Reaction yield outcomes from USPTO patents with 853,638 reactions. Task: Predict the reaction yield, written as a fraction of the theoretical maximum amount of product (1.0 means a 100% yield; for example, 0.34 means a 34% yield). (1) The reactants are [C:1]1([NH:7][C:8]2[CH:17]=[CH:16][CH:15]=[CH:14][C:9]=2C(OC)=O)[CH:6]=[CH:5][CH:4]=[CH:3][CH:2]=1.[CH3:18][Li].C(OC[O:24][CH2:25][CH3:26])C. The catalyst is C1COCC1. The product is [C:8]1([NH:7][C:1]2[CH:2]=[CH:3][CH:4]=[CH:5][C:6]=2[C:25]([OH:24])([CH3:26])[CH3:18])[CH:9]=[CH:14][CH:15]=[CH:16][CH:17]=1. The yield is 0.950. (2) The reactants are C[O:2][C:3]([C:5]1[CH:6]=[CH:7][C:8]2[O:12][C:11]([C:13]3[CH:18]=[CH:17][C:16]([O:19]C)=[CH:15][CH:14]=3)=[CH:10][C:9]=2[CH:21]=1)=[O:4].Cl.N1C=CC=CC=1. The catalyst is O. The product is [OH:19][C:16]1[CH:17]=[CH:18][C:13]([C:11]2[O:12][C:8]3[CH:7]=[CH:6][C:5]([C:3]([OH:4])=[O:2])=[CH:21][C:9]=3[CH:10]=2)=[CH:14][CH:15]=1. The yield is 0.580. (3) The reactants are [F:1][C:2]1[CH:3]=[C:4]([CH:7]=[C:8]([N+:10]([O-:12])=[O:11])[CH:9]=1)[CH2:5]Br.[CH:13]1([NH2:16])[CH2:15][CH2:14]1. No catalyst specified. The product is [CH:13]1([NH:16][CH2:5][C:4]2[CH:7]=[C:8]([N+:10]([O-:12])=[O:11])[CH:9]=[C:2]([F:1])[CH:3]=2)[CH2:15][CH2:14]1. The yield is 0.890. (4) The reactants are C[Al](C)C.[CH3:5][C@H:6]1[NH:11][C@@H:10]([CH3:12])[CH2:9][N:8]([C:13]2[CH:23]=[CH:22][C:16]([C:17]([O:19]CC)=O)=[CH:15][CH:14]=2)[CH2:7]1.[CH3:24][O:25][C:26]1[CH:27]=[C:28]([CH2:34][O:35][C:36]2[CH:37]=[C:38]([NH2:41])[NH:39][N:40]=2)[CH:29]=[C:30]([O:32][CH3:33])[CH:31]=1. The catalyst is C1(C)C=CC=CC=1. The product is [CH3:33][O:32][C:30]1[CH:29]=[C:28]([CH2:34][O:35][C:36]2[CH:37]=[C:38]([NH:41][C:17](=[O:19])[C:16]3[CH:15]=[CH:14][C:13]([N:8]4[CH2:9][C@H:10]([CH3:12])[NH:11][C@H:6]([CH3:5])[CH2:7]4)=[CH:23][CH:22]=3)[NH:39][N:40]=2)[CH:27]=[C:26]([O:25][CH3:24])[CH:31]=1. The yield is 0.411. (5) The reactants are [Cl:1][C:2]1[CH:10]=[C:9]([O:11][Si:12]([CH:19]([CH3:21])[CH3:20])([CH:16]([CH3:18])[CH3:17])[CH:13]([CH3:15])[CH3:14])[CH:8]=[C:7]([Cl:22])[C:3]=1[C:4](O)=[O:5].S(Cl)(Cl)=O.Cl.[CH3:28][O:29][C:30](=[O:51])[C@@H:31]([NH2:50])[CH2:32][C:33]1[CH:38]=[CH:37][C:36]([NH:39][C:40](=[O:49])[C:41]2[C:46]([Cl:47])=[CH:45][CH:44]=[CH:43][C:42]=2[Cl:48])=[CH:35][CH:34]=1.CCN(C(C)C)C(C)C. The catalyst is C1(C)C=CC=CC=1.O. The product is [CH3:28][O:29][C:30](=[O:51])[C@@H:31]([NH:50][C:4](=[O:5])[C:3]1[C:7]([Cl:22])=[CH:8][C:9]([O:11][Si:12]([CH:16]([CH3:18])[CH3:17])([CH:19]([CH3:20])[CH3:21])[CH:13]([CH3:14])[CH3:15])=[CH:10][C:2]=1[Cl:1])[CH2:32][C:33]1[CH:38]=[CH:37][C:36]([NH:39][C:40](=[O:49])[C:41]2[C:42]([Cl:48])=[CH:43][CH:44]=[CH:45][C:46]=2[Cl:47])=[CH:35][CH:34]=1. The yield is 0.950. (6) The reactants are [BH4-].[Na+].[CH3:3][CH:4]([CH3:16])[C:5](=[O:15])[CH2:6][CH2:7][NH:8][C:9]1[CH:14]=[CH:13][CH:12]=[CH:11][CH:10]=1. The catalyst is CO. The product is [CH3:3][CH:4]([CH3:16])[CH:5]([OH:15])[CH2:6][CH2:7][NH:8][C:9]1[CH:14]=[CH:13][CH:12]=[CH:11][CH:10]=1. The yield is 0.230. (7) The reactants are [Cl:1][C:2]1[CH:11]=[C:10]([C:12](=[O:22])[CH:13]=[CH:14][C:15]2[CH:20]=[CH:19][CH:18]=[C:17]([OH:21])[CH:16]=2)[CH:9]=[CH:8][C:3]=1[C:4]([O:6][CH3:7])=[O:5]. The catalyst is C(OCC)(=O)C.[Pd]. The product is [Cl:1][C:2]1[CH:11]=[C:10]([C:12](=[O:22])[CH2:13][CH2:14][C:15]2[CH:20]=[CH:19][CH:18]=[C:17]([OH:21])[CH:16]=2)[CH:9]=[CH:8][C:3]=1[C:4]([O:6][CH3:7])=[O:5].[Cl:1][C:2]1[CH:11]=[C:10]([CH:12]([OH:22])[CH2:13][CH2:14][C:15]2[CH:20]=[CH:19][CH:18]=[C:17]([OH:21])[CH:16]=2)[CH:9]=[CH:8][C:3]=1[C:4]([O:6][CH3:7])=[O:5]. The yield is 0.640.